From a dataset of Full USPTO retrosynthesis dataset with 1.9M reactions from patents (1976-2016). Predict the reactants needed to synthesize the given product. (1) Given the product [CH3:1][O:2][C:3]1[CH:4]=[CH:5][C:6]([C:9]2[CH:10]=[N:11][C:12]3[N:13]([N:15]=[CH:16][C:17]=3[C:18]#[N:20])[CH:14]=2)=[CH:7][CH:8]=1, predict the reactants needed to synthesize it. The reactants are: [CH3:1][O:2][C:3]1[CH:8]=[CH:7][C:6]([C:9]2[CH:10]=[N:11][C:12]3[N:13]([N:15]=[CH:16][C:17]=3[C:18]([NH2:20])=O)[CH:14]=2)=[CH:5][CH:4]=1.CC[N+](S(N=C(OC)[O-])(=O)=O)(CC)CC. (2) Given the product [F:23][C:20]1[CH:21]=[CH:22][C:16]2[C:17]([CH:19]=1)=[N:18][C:4]([OH:5])=[C:6]1[C:7]=2[CH:8]=[CH:9][CH:10]=[CH:11]1, predict the reactants needed to synthesize it. The reactants are: C(O[C:4]([C:6]1[CH:11]=[CH:10][CH:9]=[CH:8][C:7]=1B(O)O)=[O:5])C.Br[C:16]1[CH:22]=[CH:21][C:20]([F:23])=[CH:19][C:17]=1[NH2:18].C([O-])(=O)C.[Na+].C(=O)([O-])[O-].[Na+].[Na+].